Dataset: Reaction yield outcomes from USPTO patents with 853,638 reactions. Task: Predict the reaction yield, written as a fraction of the theoretical maximum amount of product (1.0 means a 100% yield; for example, 0.34 means a 34% yield). (1) The reactants are [F:1][C:2]1[CH:7]=[CH:6][CH:5]=[C:4]([OH:8])[C:3]=1[C:9]1[N:18]=[C:17]([N:19]2[CH2:23][CH2:22][C@@H:21]([NH:24][C:25](=[O:29])[O:26][CH2:27][CH3:28])[CH2:20]2)[C:16]2[C:11](=[CH:12][C:13]([CH3:30])=[CH:14][CH:15]=2)[N:10]=1.[ClH:31]. The catalyst is C(Cl)Cl.CCOCC. The product is [ClH:31].[F:1][C:2]1[CH:7]=[CH:6][CH:5]=[C:4]([OH:8])[C:3]=1[C:9]1[N:18]=[C:17]([N:19]2[CH2:23][CH2:22][C@@H:21]([NH:24][C:25](=[O:29])[O:26][CH2:27][CH3:28])[CH2:20]2)[C:16]2[C:11](=[CH:12][C:13]([CH3:30])=[CH:14][CH:15]=2)[N:10]=1. The yield is 1.00. (2) The reactants are [Cl:1][C:2]1[C:3]2[CH:10]=[CH:9][NH:8][C:4]=2[N:5]=[CH:6][N:7]=1.[I:11]N1C(=O)CCC1=O. The catalyst is C(Cl)(Cl)Cl. The product is [Cl:1][C:2]1[C:3]2[C:10]([I:11])=[CH:9][NH:8][C:4]=2[N:5]=[CH:6][N:7]=1. The yield is 0.820. (3) The reactants are [CH3:1][N:2]1[C:6]([C:7]2[CH:12]=[CH:11][CH:10]=[CH:9][CH:8]=2)=[CH:5][CH:4]=[C:3]1[C:13]1[CH:14]=[C:15]2[C:20](=[CH:21][CH:22]=1)[CH:19]=[C:18]([OH:23])[CH:17]=[CH:16]2.Br[CH2:25][C:26]#[N:27].C(=O)([O-])[O-].[Cs+].[Cs+]. The catalyst is C(Cl)Cl. The product is [CH3:1][N:2]1[C:6]([C:7]2[CH:8]=[CH:9][CH:10]=[CH:11][CH:12]=2)=[CH:5][CH:4]=[C:3]1[C:13]1[CH:14]=[C:15]2[C:20](=[CH:21][CH:22]=1)[CH:19]=[C:18]([O:23][CH2:25][C:26]#[N:27])[CH:17]=[CH:16]2. The yield is 0.970.